Regression/Classification. Given a drug SMILES string, predict its absorption, distribution, metabolism, or excretion properties. Task type varies by dataset: regression for continuous measurements (e.g., permeability, clearance, half-life) or binary classification for categorical outcomes (e.g., BBB penetration, CYP inhibition). Dataset: cyp2c19_veith. From a dataset of CYP2C19 inhibition data for predicting drug metabolism from PubChem BioAssay. (1) The compound is Nc1nonc1-n1nncc1-c1ccccc1. The result is 1 (inhibitor). (2) The molecule is COc1cccc(C(C(=O)Nc2ccc(F)cc2)N(C(=O)Cn2nnc3ccccc32)C2CC2)c1. The result is 1 (inhibitor). (3) The compound is CCOc1ccc(NC(=O)CSc2nc(C)c3c(c2C#N)CCCC3)cc1. The result is 1 (inhibitor). (4) The molecule is COc1ccc(C(=O)N2CCC[C@@]3(CCN(c4ncccn4)C3)C2)cc1. The result is 0 (non-inhibitor). (5) The molecule is O=c1ccn([C@@H]2O[C@@H](COP(=O)([O-])OP(=O)([O-])O)[C@H](O)[C@@H]2O)c(=O)[nH]1.[Na+].[Na+]. The result is 0 (non-inhibitor). (6) The molecule is Cc1cc(C(=O)Nc2ccc(N3CCOCC3)cc2)c2ccccc2n1. The result is 0 (non-inhibitor). (7) The drug is Cc1cc2nc3[nH]c4c(Cl)cc(Cl)cc4c3nc2cc1C. The result is 0 (non-inhibitor). (8) The drug is O=C(Cn1c(C(F)(F)F)nc2ccccc21)c1ccc(F)cc1. The result is 1 (inhibitor).